Predict the product of the given reaction. From a dataset of Forward reaction prediction with 1.9M reactions from USPTO patents (1976-2016). (1) The product is: [Br:10][CH2:9][C:3]1[C:4]([I:8])=[CH:5][CH:6]=[CH:7][C:2]=1[Cl:1]. Given the reactants [Cl:1][C:2]1[CH:7]=[CH:6][CH:5]=[C:4]([I:8])[C:3]=1[CH3:9].[Br:10]N1C(=O)CCC1=O.C(OOC(=O)C1C=CC=CC=1)(=O)C1C=CC=CC=1, predict the reaction product. (2) Given the reactants [CH3:1][C:2]1([CH3:23])[O:7][CH2:6][CH2:5][N:4]([C:8]2[CH:9]=[N:10][C:11]([N:17]3[CH2:22][CH2:21][O:20][CH2:19][CH2:18]3)=[C:12]([N+:14]([O-])=O)[CH:13]=2)[CH2:3]1, predict the reaction product. The product is: [CH3:1][C:2]1([CH3:23])[CH2:3][N:4]([C:8]2[CH:13]=[C:12]([NH2:14])[C:11]([N:17]3[CH2:18][CH2:19][O:20][CH2:21][CH2:22]3)=[N:10][CH:9]=2)[CH2:5][CH2:6][O:7]1. (3) Given the reactants [CH3:1][N:2]([CH3:20])[C:3]([C:5]1[N:14]([CH:15]2[CH2:19][CH2:18][CH2:17][CH2:16]2)[C:8]2[N:9]=[C:10](Cl)[N:11]=[CH:12][C:7]=2[CH:6]=1)=[O:4].[N:21]1[CH:26]=[CH:25][CH:24]=[CH:23][C:22]=1[NH2:27], predict the reaction product. The product is: [CH3:1][N:2]([CH3:20])[C:3]([C:5]1[N:14]([CH:15]2[CH2:19][CH2:18][CH2:17][CH2:16]2)[C:8]2[N:9]=[C:10]([NH:27][C:22]3[CH:23]=[CH:24][CH:25]=[CH:26][N:21]=3)[N:11]=[CH:12][C:7]=2[CH:6]=1)=[O:4]. (4) Given the reactants Br[C:2]1[CH:7]=[CH:6][CH:5]=[C:4]([N:8]2[CH2:11][CH:10]([O:12][C:13]3[CH:18]=[CH:17][C:16]([F:19])=[CH:15][CH:14]=3)[CH2:9]2)[N:3]=1.[NH2:20][C:21]1[CH:22]=[C:23]([CH:28]=[CH:29][CH:30]=1)[C:24]([NH:26][CH3:27])=[O:25].C(=O)([O-])[O-].[K+].[K+].CC(O)(C)C, predict the reaction product. The product is: [F:19][C:16]1[CH:17]=[CH:18][C:13]([O:12][CH:10]2[CH2:11][N:8]([C:4]3[N:3]=[C:2]([NH:20][C:21]4[CH:22]=[C:23]([CH:28]=[CH:29][CH:30]=4)[C:24]([NH:26][CH3:27])=[O:25])[CH:7]=[CH:6][CH:5]=3)[CH2:9]2)=[CH:14][CH:15]=1.